Dataset: NCI-60 drug combinations with 297,098 pairs across 59 cell lines. Task: Regression. Given two drug SMILES strings and cell line genomic features, predict the synergy score measuring deviation from expected non-interaction effect. (1) Drug 1: CCC1(CC2CC(C3=C(CCN(C2)C1)C4=CC=CC=C4N3)(C5=C(C=C6C(=C5)C78CCN9C7C(C=CC9)(C(C(C8N6C)(C(=O)OC)O)OC(=O)C)CC)OC)C(=O)OC)O. Drug 2: C1CC(CNC1)C2=CC=C(C=C2)N3C=C4C=CC=C(C4=N3)C(=O)N. Cell line: NCIH23. Synergy scores: CSS=67.6, Synergy_ZIP=-5.94, Synergy_Bliss=-7.48, Synergy_Loewe=-8.10, Synergy_HSA=-3.47. (2) Drug 1: CC12CCC3C(C1CCC2=O)CC(=C)C4=CC(=O)C=CC34C. Drug 2: C1=CC(=C2C(=C1NCCNCCO)C(=O)C3=C(C=CC(=C3C2=O)O)O)NCCNCCO. Cell line: SNB-75. Synergy scores: CSS=56.6, Synergy_ZIP=0.997, Synergy_Bliss=2.52, Synergy_Loewe=-12.3, Synergy_HSA=6.90. (3) Drug 1: C1C(C(OC1N2C=NC3=C(N=C(N=C32)Cl)N)CO)O. Drug 2: C1=NC(=NC(=O)N1C2C(C(C(O2)CO)O)O)N. Cell line: EKVX. Synergy scores: CSS=-3.43, Synergy_ZIP=2.15, Synergy_Bliss=0.0585, Synergy_Loewe=-4.29, Synergy_HSA=-4.33. (4) Drug 1: C1=CC(=CC=C1C#N)C(C2=CC=C(C=C2)C#N)N3C=NC=N3. Drug 2: CCC1(CC2CC(C3=C(CCN(C2)C1)C4=CC=CC=C4N3)(C5=C(C=C6C(=C5)C78CCN9C7C(C=CC9)(C(C(C8N6C=O)(C(=O)OC)O)OC(=O)C)CC)OC)C(=O)OC)O.OS(=O)(=O)O. Cell line: SN12C. Synergy scores: CSS=-0.999, Synergy_ZIP=0.500, Synergy_Bliss=0.221, Synergy_Loewe=-7.98, Synergy_HSA=-5.65. (5) Drug 1: CC1C(C(=O)NC(C(=O)N2CCCC2C(=O)N(CC(=O)N(C(C(=O)O1)C(C)C)C)C)C(C)C)NC(=O)C3=C4C(=C(C=C3)C)OC5=C(C(=O)C(=C(C5=N4)C(=O)NC6C(OC(=O)C(N(C(=O)CN(C(=O)C7CCCN7C(=O)C(NC6=O)C(C)C)C)C)C(C)C)C)N)C. Drug 2: C(CC(=O)O)C(=O)CN.Cl. Cell line: SF-539. Synergy scores: CSS=18.8, Synergy_ZIP=-4.95, Synergy_Bliss=1.55, Synergy_Loewe=-11.8, Synergy_HSA=4.15. (6) Drug 1: CN(C)N=NC1=C(NC=N1)C(=O)N. Drug 2: C(CN)CNCCSP(=O)(O)O. Cell line: UACC62. Synergy scores: CSS=17.2, Synergy_ZIP=0.806, Synergy_Bliss=7.92, Synergy_Loewe=3.46, Synergy_HSA=4.88. (7) Drug 1: C1=CN(C=N1)CC(O)(P(=O)(O)O)P(=O)(O)O. Drug 2: C1CNP(=O)(OC1)N(CCCl)CCCl. Cell line: SN12C. Synergy scores: CSS=-0.616, Synergy_ZIP=1.47, Synergy_Bliss=0.974, Synergy_Loewe=0.0860, Synergy_HSA=-1.18. (8) Drug 1: CN1C2=C(C=C(C=C2)N(CCCl)CCCl)N=C1CCCC(=O)O.Cl. Drug 2: CC(C)CN1C=NC2=C1C3=CC=CC=C3N=C2N. Cell line: SK-OV-3. Synergy scores: CSS=1.12, Synergy_ZIP=-0.879, Synergy_Bliss=-1.02, Synergy_Loewe=-1.49, Synergy_HSA=-1.45. (9) Drug 1: C1=CN(C(=O)N=C1N)C2C(C(C(O2)CO)O)O.Cl. Drug 2: CCC1(C2=C(COC1=O)C(=O)N3CC4=CC5=C(C=CC(=C5CN(C)C)O)N=C4C3=C2)O.Cl. Cell line: HOP-62. Synergy scores: CSS=65.8, Synergy_ZIP=-0.0667, Synergy_Bliss=-0.0886, Synergy_Loewe=0.390, Synergy_HSA=2.57. (10) Drug 1: CCC1(CC2CC(C3=C(CCN(C2)C1)C4=CC=CC=C4N3)(C5=C(C=C6C(=C5)C78CCN9C7C(C=CC9)(C(C(C8N6C)(C(=O)OC)O)OC(=O)C)CC)OC)C(=O)OC)O.OS(=O)(=O)O. Cell line: UACC-257. Drug 2: COC1=C2C(=CC3=C1OC=C3)C=CC(=O)O2. Synergy scores: CSS=1.87, Synergy_ZIP=-1.74, Synergy_Bliss=-4.39, Synergy_Loewe=-2.52, Synergy_HSA=-3.87.